Dataset: Catalyst prediction with 721,799 reactions and 888 catalyst types from USPTO. Task: Predict which catalyst facilitates the given reaction. (1) Reactant: [NH2:1][C:2]1[CH:7]=[CH:6][CH:5]=[CH:4][N:3]=1.[C:8](O[C:8]([O:10][C:11]([CH3:14])([CH3:13])[CH3:12])=[O:9])([O:10][C:11]([CH3:14])([CH3:13])[CH3:12])=[O:9]. Product: [N:3]1[CH:4]=[CH:5][CH:6]=[CH:7][C:2]=1[NH:1][C:8](=[O:9])[O:10][C:11]([CH3:14])([CH3:13])[CH3:12]. The catalyst class is: 7. (2) Reactant: [OH:1][C:2]1[C:3]([CH3:12])=[C:4]([C:8]([CH3:11])=[CH:9][CH:10]=1)[C:5]([OH:7])=[O:6].[CH3:13][C:14](OC(C)=O)=[O:15].N1C=CC=CC=1. Product: [C:14]([O:1][C:2]1[C:3]([CH3:12])=[C:4]([C:8]([CH3:11])=[CH:9][CH:10]=1)[C:5]([OH:7])=[O:6])(=[O:15])[CH3:13]. The catalyst class is: 79. (3) Reactant: Br[C:2]1[CH:15]=[CH:14][C:5]([CH2:6][CH2:7][N:8]2[CH2:12][CH2:11][CH2:10][C@H:9]2[CH3:13])=[CH:4][CH:3]=1.C([Li])CCC.[B:21](OC(C)C)([O:26]C(C)C)[O:22]C(C)C. Product: [CH3:13][C@@H:9]1[CH2:10][CH2:11][CH2:12][N:8]1[CH2:7][CH2:6][C:5]1[CH:14]=[CH:15][C:2]([B:21]([OH:26])[OH:22])=[CH:3][CH:4]=1. The catalyst class is: 1. (4) Reactant: [CH2:1]([N:8]([CH2:19][CH3:20])[C:9]1[C:10]([CH3:18])=[C:11]([CH:15]=[CH:16][CH:17]=1)[C:12]([OH:14])=O)[C:2]1[CH:7]=[CH:6][CH:5]=[CH:4][CH:3]=1.CCN(C(C)C)C(C)C.CN(C(ON1N=NC2C=CC=NC1=2)=[N+](C)C)C.F[P-](F)(F)(F)(F)F.[NH2:54][CH2:55][C:56]1[C:57](=[O:64])[NH:58][C:59]([CH3:63])=[CH:60][C:61]=1[CH3:62]. Product: [CH2:1]([N:8]([CH2:19][CH3:20])[C:9]1[C:10]([CH3:18])=[C:11]([CH:15]=[CH:16][CH:17]=1)[C:12]([NH:54][CH2:55][C:56]1[C:57](=[O:64])[NH:58][C:59]([CH3:63])=[CH:60][C:61]=1[CH3:62])=[O:14])[C:2]1[CH:3]=[CH:4][CH:5]=[CH:6][CH:7]=1. The catalyst class is: 18. (5) Reactant: [C:1]1([C:7]([C:15]2[CH:20]=[CH:19][CH:18]=[CH:17][CH:16]=2)([C:9]2[CH:14]=[CH:13][CH:12]=[CH:11][CH:10]=2)O)[CH:6]=[CH:5][CH:4]=[CH:3][CH:2]=1.FC(F)(F)C(O)=O.O.[OH-].[Na+].[F:31][C:32]1[CH:37]=[CH:36][C:35]([SH:38])=[C:34]([C:39]([F:42])([F:41])[F:40])[CH:33]=1. The catalyst class is: 4. Product: [F:31][C:32]1[CH:37]=[CH:36][C:35]([S:38][C:7]([C:15]2[CH:20]=[CH:19][CH:18]=[CH:17][CH:16]=2)([C:9]2[CH:14]=[CH:13][CH:12]=[CH:11][CH:10]=2)[C:1]2[CH:6]=[CH:5][CH:4]=[CH:3][CH:2]=2)=[C:34]([C:39]([F:42])([F:40])[F:41])[CH:33]=1. (6) Reactant: C(OC(=O)[NH:7][C:8]1[CH:13]=[C:12]([O:14][CH2:15][CH2:16][CH3:17])[C:11]([C:18]([F:21])([F:20])[F:19])=[CH:10][C:9]=1[NH:22][C:23](=[O:39])[CH2:24][C:25](=O)[C:26]1[CH:31]=[CH:30][CH:29]=[C:28]([C:32]2[CH:33]=[N:34][CH:35]=[CH:36][CH:37]=2)[CH:27]=1)(C)(C)C.C(O)(C(F)(F)F)=O. Product: [CH2:15]([O:14][C:12]1[C:11]([C:18]([F:21])([F:20])[F:19])=[CH:10][C:9]2[NH:22][C:23](=[O:39])[CH2:24][C:25]([C:26]3[CH:31]=[CH:30][CH:29]=[C:28]([C:32]4[CH:33]=[N:34][CH:35]=[CH:36][CH:37]=4)[CH:27]=3)=[N:7][C:8]=2[CH:13]=1)[CH2:16][CH3:17]. The catalyst class is: 2. (7) Reactant: [C:1]([O:5][C:6]([N:8]1[CH2:13][CH2:12][CH:11]([CH2:14][C:15]([OH:17])=O)[CH2:10][CH2:9]1)=[O:7])([CH3:4])([CH3:3])[CH3:2].N=C=N.[CH:21]([C:24]1[CH:30]=[CH:29][C:27]([NH2:28])=[CH:26][CH:25]=1)([CH3:23])[CH3:22]. Product: [C:1]([O:5][C:6]([N:8]1[CH2:9][CH2:10][CH:11]([CH2:14][C:15](=[O:17])[NH:28][C:27]2[CH:29]=[CH:30][C:24]([CH:21]([CH3:23])[CH3:22])=[CH:25][CH:26]=2)[CH2:12][CH2:13]1)=[O:7])([CH3:2])([CH3:3])[CH3:4]. The catalyst class is: 2.